This data is from Full USPTO retrosynthesis dataset with 1.9M reactions from patents (1976-2016). The task is: Predict the reactants needed to synthesize the given product. (1) The reactants are: C1(P(N=[N+]=[N-])(C2C=CC=CC=2)=[O:8])C=CC=CC=1.[C:18]1([C:24]2[N:25]=[C:26]3[CH:31]=[C:30](C(O)=O)[CH:29]=[CH:28][N:27]3[CH:35]=2)[CH:23]=[CH:22][CH:21]=[CH:20][CH:19]=1.C([N:38]([CH2:41]C)CC)C.[C:43]([OH:47])([CH3:46])([CH3:45])[CH3:44]. Given the product [C:43]([O:47][C:41](=[O:8])[NH:38][C:30]1[CH:29]=[CH:28][N:27]2[CH:35]=[C:24]([C:18]3[CH:19]=[CH:20][CH:21]=[CH:22][CH:23]=3)[N:25]=[C:26]2[CH:31]=1)([CH3:46])([CH3:45])[CH3:44], predict the reactants needed to synthesize it. (2) Given the product [F:17][CH:2]([F:1])[C:3]1[CH:7]=[C:6]([C:8]2[CH:14]=[CH:13][C:11]([NH:12][C:23](=[O:24])[C:22]3[CH:26]=[CH:27][C:19]([F:18])=[CH:20][C:21]=3[CH3:28])=[CH:10][C:9]=2[F:15])[N:5]([CH3:16])[N:4]=1, predict the reactants needed to synthesize it. The reactants are: [F:1][CH:2]([F:17])[C:3]1[CH:7]=[C:6]([C:8]2[CH:14]=[CH:13][C:11]([NH2:12])=[CH:10][C:9]=2[F:15])[N:5]([CH3:16])[N:4]=1.[F:18][C:19]1[CH:27]=[CH:26][C:22]([C:23](Cl)=[O:24])=[C:21]([CH3:28])[CH:20]=1.CCN(C(C)C)C(C)C.C([O-])(O)=O.[Na+].CC(=O)OCC. (3) Given the product [Br:17][CH:2]([C:6]1[CH:11]=[CH:10][CH:9]=[CH:8][C:7]=1[Cl:12])[C:3]([OH:5])=[O:4], predict the reactants needed to synthesize it. The reactants are: N[CH:2]([C:6]1[CH:11]=[CH:10][CH:9]=[CH:8][C:7]=1[Cl:12])[C:3]([OH:5])=[O:4].N([O-])=O.[Na+].[BrH:17]. (4) Given the product [Br:13][C:14]1[C:15]([NH:1][CH:2]2[CH2:3][CH2:4][N:5]([C:8]([O:10][CH2:11][CH3:12])=[O:9])[CH2:6][CH2:7]2)=[N:16][C:17]([Cl:20])=[N:18][CH:19]=1, predict the reactants needed to synthesize it. The reactants are: [NH2:1][CH:2]1[CH2:7][CH2:6][N:5]([C:8]([O:10][CH2:11][CH3:12])=[O:9])[CH2:4][CH2:3]1.[Br:13][C:14]1[C:15](Cl)=[N:16][C:17]([Cl:20])=[N:18][CH:19]=1. (5) Given the product [Br:1][C:2]1[S:6][C:5]([C:7]2[CH:12]=[CH:11][N:10]=[C:9]([S:13][CH3:14])[N:8]=2)=[CH:4][CH:3]=1, predict the reactants needed to synthesize it. The reactants are: [Br:1][C:2]1[S:6][C:5]([C:7]2[CH:12]=[CH:11][N:10]=[C:9]([SH:13])[N:8]=2)=[CH:4][CH:3]=1.[CH3:14]I. (6) Given the product [CH3:1][S:2]([CH2:5][C:6]1[CH:7]=[C:8]([N:14]2[CH2:19][CH2:18][O:17][CH2:16][CH2:15]2)[N:9]=[C:10]([C:24]2[CH:25]=[CH:26][CH:27]=[C:28]3[C:23]=2[CH:22]=[CH:21][NH:20]3)[N:11]=1)(=[O:4])=[O:3], predict the reactants needed to synthesize it. The reactants are: [CH3:1][S:2]([CH2:5][C:6]1[N:11]=[C:10](SC)[N:9]=[C:8]([N:14]2[CH2:19][CH2:18][O:17][CH2:16][CH2:15]2)[CH:7]=1)(=[O:4])=[O:3].[NH:20]1[C:28]2[CH:27]=[CH:26][CH:25]=[C:24](B(O)O)[C:23]=2[CH:22]=[CH:21]1. (7) Given the product [CH3:1][O:2][C:3](=[O:15])[C:4]1[C:5](=[C:10]([NH:21][C:20]2[CH:22]=[CH:23][C:24]([O:25][CH3:26])=[C:18]([O:17][CH3:16])[CH:19]=2)[CH:11]=[CH:12][CH:13]=1)[C:6]([O:8][CH3:9])=[O:7], predict the reactants needed to synthesize it. The reactants are: [CH3:1][O:2][C:3](=[O:15])[C:4]1[C:5](=[C:10](I)[CH:11]=[CH:12][CH:13]=1)[C:6]([O:8][CH3:9])=[O:7].[CH3:16][O:17][C:18]1[CH:19]=[C:20]([CH:22]=[CH:23][C:24]=1[O:25][CH3:26])[NH2:21].C1C=CC(P(C2C(C3C(P(C4C=CC=CC=4)C4C=CC=CC=4)=CC=C4C=3C=CC=C4)=C3C(C=CC=C3)=CC=2)C2C=CC=CC=2)=CC=1.C(=O)([O-])[O-].[Cs+].[Cs+].